Dataset: Forward reaction prediction with 1.9M reactions from USPTO patents (1976-2016). Task: Predict the product of the given reaction. Given the reactants [NH2:1][C:2]1[C:3](I)=[CH:4][C:5]([C:12]([F:15])([F:14])[F:13])=[C:6]([CH:11]=1)[C:7]([O:9]C)=[O:8].[NH2:17]C1C(C(F)(F)F)=C(C=CC=1I)C(OC)=O.FC(F)(F)[C:35]([OH:37])=O.[CH3:40][CH2:41][C:42](=O)[CH2:43][CH3:44].C(O[BH-](OC(=O)C)OC(=O)C)(=O)C.[Na+], predict the reaction product. The product is: [NH2:17][C:35]([C:3]1[C:2]([NH:1][CH:42]([CH2:43][CH3:44])[CH2:41][CH3:40])=[CH:11][C:6]([C:7]([OH:9])=[O:8])=[C:5]([C:12]([F:15])([F:14])[F:13])[CH:4]=1)=[O:37].